The task is: Predict the product of the given reaction.. This data is from Forward reaction prediction with 1.9M reactions from USPTO patents (1976-2016). (1) Given the reactants O.[C:2]1([CH3:12])[CH:7]=[CH:6][C:5]([S:8]([OH:11])(=[O:10])=[O:9])=[CH:4][CH:3]=1.[NH2:13][CH2:14][C@:15]1([CH2:24][C:25]([O:27]C(C)(C)C)=[O:26])[CH2:21][C@@H:20]2[C@H:16]1[CH:17]=[CH:18][CH:19]2[CH2:22][CH3:23], predict the reaction product. The product is: [C:2]1([CH3:12])[CH:3]=[CH:4][C:5]([S:8]([OH:11])(=[O:9])=[O:10])=[CH:6][CH:7]=1.[NH2:13][CH2:14][C@:15]1([CH2:24][C:25]([OH:27])=[O:26])[CH2:21][C@@H:20]2[C@H:16]1[CH:17]=[CH:18][CH:19]2[CH2:22][CH3:23]. (2) Given the reactants [F:1][C:2]1[CH:10]=[CH:9]C(C(O)=O)=[C:4]([CH2:11][OH:12])[CH:3]=1.[H-].[Na+].IC.[C:17](=O)([O-])[O-].[K+].[K+].[C:23]([O:26][CH2:27]C)(=[O:25])[CH3:24], predict the reaction product. The product is: [F:1][C:2]1[CH:10]=[CH:9][C:24]([C:23]([O:26][CH3:27])=[O:25])=[C:4]([CH2:11][O:12][CH3:17])[CH:3]=1. (3) Given the reactants C1(C)C=CC=CC=1.Br[C:9]1[CH:13]=[CH:12][O:11][CH:10]=1.[CH:14]([C:16]1[CH:17]=[C:18](B(O)O)[CH:19]=[CH:20][CH:21]=1)=[O:15].CN(C=O)C, predict the reaction product. The product is: [O:11]1[CH:12]=[CH:13][C:9]([C:20]2[CH:21]=[C:16]([CH:17]=[CH:18][CH:19]=2)[CH:14]=[O:15])=[CH:10]1. (4) Given the reactants [CH:1]1[CH:6]=[CH:5][C:4]([CH2:7][O:8][C:9]([NH:11][C@@H:12]([C:19]([OH:21])=[O:20])[C:13]2[CH:18]=[CH:17][CH:16]=[CH:15][CH:14]=2)=[O:10])=[CH:3][CH:2]=1.CN1CCOCC1.ClC(OCC(C)C)=O.[NH:37]1[CH2:42][CH2:41][CH:40]([CH:43]2[CH2:48][CH2:47][N:46]([C:49]([O:51][C:52]([CH3:55])([CH3:54])[CH3:53])=[O:50])[CH2:45][CH2:44]2)[CH2:39][CH2:38]1, predict the reaction product. The product is: [CH:1]1[CH:6]=[CH:5][C:4]([CH2:7][O:8][C:9]([NH:11][C@@H:12]([C:19]([OH:21])=[O:20])[C:13]2[CH:18]=[CH:17][CH:16]=[CH:15][CH:14]=2)=[O:10])=[CH:3][CH:2]=1.[C:49]([N:46]1[CH2:45][CH2:44][CH:43]([CH:40]2[CH2:39][CH2:38][N:37]([C:9]([NH2:11])=[O:8])[CH2:42][CH2:41]2)[CH2:48][CH2:47]1)([O:51][C:52]([CH3:55])([CH3:54])[CH3:53])=[O:50].